Predict the reaction yield, written as a fraction of the theoretical maximum amount of product (1.0 means a 100% yield; for example, 0.34 means a 34% yield). From a dataset of Reaction yield outcomes from USPTO patents with 853,638 reactions. (1) The reactants are [CH3:1][O:2][C:3]1[N:8]=[CH:7][C:6]([CH:9](O)[CH2:10][CH3:11])=[CH:5][CH:4]=1.S(Cl)([Cl:15])=O. The catalyst is ClCCl. The product is [Cl:15][CH:9]([C:6]1[CH:5]=[CH:4][C:3]([O:2][CH3:1])=[N:8][CH:7]=1)[CH2:10][CH3:11]. The yield is 0.810. (2) The reactants are [F:1][C:2]1[CH:7]=[CH:6][C:5]([F:8])=[CH:4][C:3]=1[C@H:9]1[CH2:13][CH2:12][CH2:11][N:10]1[C:14]1[CH:19]=[CH:18][N:17]2[N:20]=[CH:21][C:22]([NH2:23])=[C:16]2[N:15]=1.[Cl:24][C:25]1[N:30]=[C:29]([C:31](O)=[O:32])[CH:28]=[CH:27][CH:26]=1. No catalyst specified. The product is [Cl:24][C:25]1[N:30]=[C:29]([C:31]([NH:23][C:22]2[CH:21]=[N:20][N:17]3[CH:18]=[CH:19][C:14]([N:10]4[CH2:11][CH2:12][CH2:13][C@@H:9]4[C:3]4[CH:4]=[C:5]([F:8])[CH:6]=[CH:7][C:2]=4[F:1])=[N:15][C:16]=23)=[O:32])[CH:28]=[CH:27][CH:26]=1. The yield is 0.310.